From a dataset of Forward reaction prediction with 1.9M reactions from USPTO patents (1976-2016). Predict the product of the given reaction. (1) The product is: [N:12]1([C:15]([O:17][C:18]([CH3:21])([CH3:20])[CH3:19])=[O:16])[CH2:13][CH2:14][C:9]2([CH:8]=[C:7]([C:15]([O:17][CH3:18])=[O:16])[C:28]3[C:23](=[CH:24][CH:25]=[CH:26][CH:27]=3)[O:22]2)[CH2:10][CH2:11]1. Given the reactants FC(F)(F)S(O[C:7]1[C:28]2[C:23](=[CH:24][CH:25]=[CH:26][CH:27]=2)[O:22][C:9]2([CH2:14][CH2:13][N:12]([C:15]([O:17][C:18]([CH3:21])([CH3:20])[CH3:19])=[O:16])[CH2:11][CH2:10]2)[CH:8]=1)(=O)=O.C(N(C(C)C)CC)(C)C, predict the reaction product. (2) Given the reactants [NH2:1][CH2:2][C@H:3]1[N:8]([C:9]([C:11]2[N:12]=[C:13]([CH3:23])[S:14][C:15]=2[C:16]2[CH:17]=[C:18]([CH3:22])[CH:19]=[CH:20][CH:21]=2)=[O:10])[CH2:7][C@H:6]2[C@@H:4]1[CH2:5]2.[Cl:24][C:25]1[N:26]=[C:27]2[N:31]([C:32]=1[C:33](O)=[O:34])[CH:30]=[CH:29][S:28]2, predict the reaction product. The product is: [CH3:23][C:13]1[S:14][C:15]([C:16]2[CH:17]=[C:18]([CH3:22])[CH:19]=[CH:20][CH:21]=2)=[C:11]([C:9]([N:8]2[CH2:7][C@H:6]3[C@H:4]([CH2:5]3)[C@H:3]2[CH2:2][NH:1][C:33]([C:32]2[N:31]3[C:27]([S:28][CH:29]=[CH:30]3)=[N:26][C:25]=2[Cl:24])=[O:34])=[O:10])[N:12]=1. (3) The product is: [F:14][C:15]([F:25])([F:24])[C:16]1[C:13]2[C:21](=[CH:22][C:5]3[NH:11][CH2:10][CH2:9][CH2:8][CH2:7][C:6]=3[CH:12]=2)[O:20][C:18](=[O:19])[CH:17]=1. Given the reactants COC1[CH:13]=[CH:12][C:6]2[CH2:7][CH2:8][CH2:9][CH2:10][NH:11][C:5]=2C=1.[F:14][C:15]([F:25])([F:24])[C:16](=O)[CH2:17][C:18]([O:20][CH2:21][CH3:22])=[O:19], predict the reaction product.